From a dataset of Forward reaction prediction with 1.9M reactions from USPTO patents (1976-2016). Predict the product of the given reaction. The product is: [NH2:17][C@H:16]1[C@@H:13]2[CH2:12][CH2:11][CH2:10][C@H:9]1[C@@H:8]([C:5]1[CH:4]=[CH:3][C:2]([O:1][CH2:61][CH2:60][CH2:59][C:51]3[S:50][C:49]([N:46]4[CH2:45][CH2:44][C:43]5[C:48](=[C:39]([C:37](=[O:38])[NH:36][C:28]6[S:27][C:31]7[CH:32]=[CH:33][CH:34]=[CH:35][C:30]=7[N:29]=6)[CH:40]=[CH:41][CH:42]=5)[CH2:47]4)=[N:53][C:52]=3[C:54]([OH:56])=[O:55])=[CH:7][CH:6]=1)[CH2:15][CH2:14]2. Given the reactants [OH:1][C:2]1[CH:7]=[CH:6][C:5]([C@H:8]2[CH2:15][CH2:14][C@@H:13]3[C@H:16]([NH:17]C(=O)OC(C)(C)C)[C@H:9]2[CH2:10][CH2:11][CH2:12]3)=[CH:4][CH:3]=1.[H-].[Na+].[S:27]1[C:31]2[CH:32]=[CH:33][CH:34]=[CH:35][C:30]=2[N:29]=[C:28]1[NH:36][C:37]([C:39]1[CH:40]=[CH:41][CH:42]=[C:43]2[C:48]=1[CH2:47][N:46]([C:49]1[S:50][C:51]([CH2:59][CH2:60][CH2:61]I)=[C:52]([C:54]([O:56]CC)=[O:55])[N:53]=1)[CH2:45][CH2:44]2)=[O:38].Cl.[OH-].[Na+], predict the reaction product.